The task is: Regression. Given a peptide amino acid sequence and an MHC pseudo amino acid sequence, predict their binding affinity value. This is MHC class I binding data.. This data is from Peptide-MHC class I binding affinity with 185,985 pairs from IEDB/IMGT. (1) The peptide sequence is YKGQNLLEL. The MHC is H-2-Kb with pseudo-sequence H-2-Kb. The binding affinity (normalized) is 0. (2) The peptide sequence is THYSGNIVH. The MHC is HLA-A02:03 with pseudo-sequence HLA-A02:03. The binding affinity (normalized) is 0.0847. (3) The peptide sequence is SPGGFVQFV. The MHC is HLA-A02:01 with pseudo-sequence HLA-A02:01. The binding affinity (normalized) is 0.435. (4) The peptide sequence is YPAEITLTW. The MHC is HLA-A03:01 with pseudo-sequence HLA-A03:01. The binding affinity (normalized) is 0.0847. (5) The peptide sequence is HQYPANLFY. The MHC is SLA-30401 with pseudo-sequence SLA-30401. The binding affinity (normalized) is 0.0847. (6) The peptide sequence is KLPRMFLPK. The MHC is HLA-A24:03 with pseudo-sequence HLA-A24:03. The binding affinity (normalized) is 0.0847. (7) The peptide sequence is QKEEAAICGQMDLS. The MHC is HLA-A01:01 with pseudo-sequence HLA-A01:01. The binding affinity (normalized) is 0.